From a dataset of Reaction yield outcomes from USPTO patents with 853,638 reactions. Predict the reaction yield, written as a fraction of the theoretical maximum amount of product (1.0 means a 100% yield; for example, 0.34 means a 34% yield). The reactants are F[C:2]1[CH:7]=[CH:6][C:5]([N+:8]([O-:10])=[O:9])=[C:4]([CH3:11])[CH:3]=1.[OH-].[K+].[NH:14]1[CH:18]=[CH:17][N:16]=[CH:15]1. The catalyst is CS(C)=O. The product is [CH3:11][C:4]1[CH:3]=[C:2]([N:14]2[CH:18]=[CH:17][N:16]=[CH:15]2)[CH:7]=[CH:6][C:5]=1[N+:8]([O-:10])=[O:9]. The yield is 0.800.